Dataset: Forward reaction prediction with 1.9M reactions from USPTO patents (1976-2016). Task: Predict the product of the given reaction. The product is: [CH:16]1([C@H:15]2[N:10]([C:9]3[CH:8]=[C:7]([C:27]#[C:28][C:29]([CH3:32])([CH3:31])[CH3:30])[S:6][C:5]=3[C:3]([OH:4])=[O:2])[C:11](=[O:26])[C@@H:12]([CH2:22][C@H:23]([OH:25])[CH3:24])[O:13][CH2:14]2)[CH2:17][CH2:18][CH2:19][CH2:20][CH2:21]1. Given the reactants C[O:2][C:3]([C:5]1[S:6][C:7]([C:27]#[C:28][C:29]([CH3:32])([CH3:31])[CH3:30])=[CH:8][C:9]=1[N:10]1[C@H:15]([CH:16]2[CH2:21][CH2:20][CH2:19][CH2:18][CH2:17]2)[CH2:14][O:13][C@H:12]([CH2:22][C@H:23]([OH:25])[CH3:24])[C:11]1=[O:26])=[O:4].O[Li].O, predict the reaction product.